Task: Predict which catalyst facilitates the given reaction.. Dataset: Catalyst prediction with 721,799 reactions and 888 catalyst types from USPTO (1) Reactant: C([O-])([O-])=O.[Na+].[Na+].Br[C:8]1[CH:13]=[CH:12][C:11]([F:14])=[CH:10][N:9]=1.[F:15][C:16]1[CH:17]=[C:18](B(O)O)[CH:19]=[CH:20][C:21]=1[O:22][CH3:23]. Product: [F:14][C:11]1[CH:12]=[CH:13][C:8]([C:18]2[CH:19]=[CH:20][C:21]([O:22][CH3:23])=[C:16]([F:15])[CH:17]=2)=[N:9][CH:10]=1. The catalyst class is: 108. (2) Reactant: [C:1]([C:3]1[S:7][C:6]([C@:8]23[CH2:16][NH:15][CH2:14][C@H:13]2[CH2:12][S:11][C:10]([NH:17][C:18](=[O:25])[C:19]2[CH:24]=[CH:23][CH:22]=[CH:21][CH:20]=2)=[N:9]3)=[CH:5][CH:4]=1)#[N:2].C(N(C(C)C)CC)(C)C.Cl[C:36]1[N:41]=[C:40]([C:42]([OH:45])([CH3:44])[CH3:43])[C:39]([F:46])=[CH:38][N:37]=1. Product: [C:1]([C:3]1[S:7][C:6]([C@:8]23[CH2:16][N:15]([C:36]4[N:41]=[C:40]([C:42]([OH:45])([CH3:44])[CH3:43])[C:39]([F:46])=[CH:38][N:37]=4)[CH2:14][C@H:13]2[CH2:12][S:11][C:10]([NH:17][C:18](=[O:25])[C:19]2[CH:20]=[CH:21][CH:22]=[CH:23][CH:24]=2)=[N:9]3)=[CH:5][CH:4]=1)#[N:2]. The catalyst class is: 155. (3) Reactant: [N+:1]([C:4]1[CH:9]=[CH:8][C:7]([CH2:10][CH2:11][CH2:12][CH2:13]O)=[CH:6][CH:5]=1)([O-:3])=[O:2].C1C=CC(P(C2C=CC=CC=2)C2C=CC=CC=2)=CC=1.C(Br)(Br)(Br)[Br:35]. Product: [Br:35][CH2:13][CH2:12][CH2:11][CH2:10][C:7]1[CH:8]=[CH:9][C:4]([N+:1]([O-:3])=[O:2])=[CH:5][CH:6]=1. The catalyst class is: 2. (4) Reactant: N(C(N1CCCCC1)=O)=NC(N1CCCCC1)=O.[F:19][C:20]1[CH:21]=[C:22]2[C:26](=[CH:27][CH:28]=1)[NH:25][C:24]([C:29]([O:31][CH2:32][CH3:33])=[O:30])=[CH:23]2.[N:34]1[CH:39]=[CH:38][C:37]([CH2:40]O)=[CH:36][CH:35]=1. Product: [F:19][C:20]1[CH:21]=[C:22]2[C:26](=[CH:27][CH:28]=1)[N:25]([CH2:40][C:37]1[CH:38]=[CH:39][N:34]=[CH:35][CH:36]=1)[C:24]([C:29]([O:31][CH2:32][CH3:33])=[O:30])=[CH:23]2. The catalyst class is: 11. (5) Reactant: [CH:1]1([NH:4][C:5](=[O:40])[C:6]2[CH:11]=[CH:10][C:9]([C:12]3[N:16]4[N:17]=[C:18]([C:28](=[O:38])[C:29]5[CH:34]=[CH:33][CH:32]=[C:31]([F:35])[C:30]=5[O:36][CH3:37])[CH:19]=[C:20]([NH:21][CH2:22][CH2:23][C:24]([F:27])([F:26])[F:25])[C:15]4=[N:14][CH:13]=3)=[CH:8][C:7]=2[CH3:39])[CH2:3][CH2:2]1.[CH3:41][Li].O. Product: [CH:1]1([NH:4][C:5](=[O:40])[C:6]2[CH:11]=[CH:10][C:9]([C:12]3[N:16]4[N:17]=[C:18]([C:28]([C:29]5[CH:34]=[CH:33][CH:32]=[C:31]([F:35])[C:30]=5[O:36][CH3:37])([OH:38])[CH3:41])[CH:19]=[C:20]([NH:21][CH2:22][CH2:23][C:24]([F:27])([F:25])[F:26])[C:15]4=[N:14][CH:13]=3)=[CH:8][C:7]=2[CH3:39])[CH2:2][CH2:3]1. The catalyst class is: 7. (6) Reactant: C[O:2][C:3]1[C:9]2[CH:10]=[CH:11][CH:12]=[CH:13][C:8]=2[N:7]([C:14]([NH2:16])=[O:15])[C:6]2[CH:17]=[CH:18][CH:19]=[CH:20][C:5]=2[CH:4]=1. Product: [CH:19]1[CH:18]=[CH:17][C:6]2[N:7]([C:14]([NH2:16])=[O:15])[C:8]3[CH:13]=[CH:12][CH:11]=[CH:10][C:9]=3[C:3](=[O:2])[CH2:4][C:5]=2[CH:20]=1. The catalyst class is: 15. (7) Reactant: Br[CH2:2][C:3]([O:5][CH3:6])=[O:4].[CH2:7]([NH2:11])[CH:8]([CH3:10])[CH3:9].C(N(C(C)C)CC)(C)C. Product: [CH2:7]([NH:11][CH2:2][C:3]([O:5][CH3:6])=[O:4])[CH:8]([CH3:10])[CH3:9]. The catalyst class is: 1.